From a dataset of Forward reaction prediction with 1.9M reactions from USPTO patents (1976-2016). Predict the product of the given reaction. (1) Given the reactants [CH3:1][C:2]1([CH3:33])[CH2:7][CH2:6][CH:5]([C:8]2[S:9][C:10]3[N:11]=[C:12]([CH3:32])[N:13]=[C:14]([CH2:17][N:18]4[CH2:23][C@@H:22]5[CH2:24][C@H:19]4[CH2:20][N:21]5C(OC(C)(C)C)=O)[C:15]=3[N:16]=2)[CH2:4][CH2:3]1.FC(F)(F)C(O)=O.C(=O)(O)[O-].[Na+], predict the reaction product. The product is: [C@H:19]12[CH2:24][C@H:22]([NH:21][CH2:20]1)[CH2:23][N:18]2[CH2:17][C:14]1[C:15]2[N:16]=[C:8]([CH:5]3[CH2:6][CH2:7][C:2]([CH3:33])([CH3:1])[CH2:3][CH2:4]3)[S:9][C:10]=2[N:11]=[C:12]([CH3:32])[N:13]=1. (2) Given the reactants Br[C:2]1[C:3]([N:14]2[CH2:19][CH2:18][C:17]([F:21])([F:20])[CH2:16][CH2:15]2)=[CH:4][C:5]([O:12][CH3:13])=[C:6]([CH:11]=1)[C:7]([O:9][CH3:10])=[O:8].[CH:22]1(B(O)O)[CH2:24][CH2:23]1.C1(P(C2CCCCC2)C2C=CC=CC=2C2C(OC)=CC=CC=2OC)CCCCC1.C(=O)([O-])[O-].[Na+].[Na+], predict the reaction product. The product is: [CH:22]1([C:2]2[C:3]([N:14]3[CH2:19][CH2:18][C:17]([F:21])([F:20])[CH2:16][CH2:15]3)=[CH:4][C:5]([O:12][CH3:13])=[C:6]([CH:11]=2)[C:7]([O:9][CH3:10])=[O:8])[CH2:24][CH2:23]1. (3) Given the reactants [CH3:1][C:2]1[CH:7]=[C:6]([C:8]2[CH:9]=[CH:10][C:11]3[N:18]4[CH2:19][C@H:14]([CH2:15][CH2:16][CH2:17]4)[NH:13][C:12]=3[N:20]=2)[CH:5]=[CH:4][N:3]=1.[N:21]1[CH:26]=[CH:25][CH:24]=[C:23]([NH:27][C:28](=O)[O:29]C2C=CC=CC=2)[N:22]=1.CO, predict the reaction product. The product is: [CH3:1][C:2]1[CH:7]=[C:6]([C:8]2[CH:9]=[CH:10][C:11]3[N:18]4[CH2:19][C@H:14]([CH2:15][CH2:16][CH2:17]4)[N:13]([C:28]([NH:27][C:23]4[N:22]=[N:21][CH:26]=[CH:25][CH:24]=4)=[O:29])[C:12]=3[N:20]=2)[CH:5]=[CH:4][N:3]=1. (4) Given the reactants [CH3:1][CH2:2][C:3]1[CH:4]=[CH:5][C:6]([C:9]([CH:11]([CH2:13][N:14]2[CH2:19][CH2:18][CH2:17][CH2:16][CH2:15]2)[CH3:12])=[O:10])=[CH:7][CH:8]=1.[C:20]([OH:27])(=[O:26])/[CH:21]=[CH:22]/[C:23]([OH:25])=[O:24].O1CCCC1, predict the reaction product. The product is: [CH3:1][CH2:2][C:3]1[CH:8]=[CH:7][C:6]([C:9]([CH:11]([CH2:13][N:14]2[CH2:19][CH2:18][CH2:17][CH2:16][CH2:15]2)[CH3:12])=[O:10])=[CH:5][CH:4]=1.[C:20]([O-:27])(=[O:26])/[CH:21]=[CH:22]/[C:23]([O-:25])=[O:24]. (5) Given the reactants [Br:1][C:2]1[CH:8]=[C:7]([CH3:9])[CH:6]=[C:5]([Br:10])[C:3]=1[NH2:4].N1C=CC=CC=1.[F:17][C:18]([F:29])([F:28])[C:19](O[C:19](=[O:20])[C:18]([F:29])([F:28])[F:17])=[O:20], predict the reaction product. The product is: [F:17][C:18]([F:29])([F:28])[C:19]([NH:4][C:3]1[C:2]([Br:1])=[CH:8][C:7]([CH3:9])=[CH:6][C:5]=1[Br:10])=[O:20].